This data is from Reaction yield outcomes from USPTO patents with 853,638 reactions. The task is: Predict the reaction yield, written as a fraction of the theoretical maximum amount of product (1.0 means a 100% yield; for example, 0.34 means a 34% yield). (1) The reactants are [NH2:1][C:2]1[C:3]([F:21])=[C:4]([C:9]([C:11]2[C:19]3[C:14](=[N:15][CH:16]=[C:17]([Br:20])[CH:18]=3)[NH:13][CH:12]=2)=[O:10])[C:5]([F:8])=[CH:6][CH:7]=1.C(N(CC)CC)C.[Cl:29][C:30]1[CH:38]=[CH:37][CH:36]=[C:35]([Cl:39])[C:31]=1[C:32](Cl)=[O:33]. The catalyst is CN(C)C1C=CN=CC=1.CC1CCCO1. The product is [NH2:1][C:2]1[C:3]([F:21])=[C:4]([C:9]([C:11]2[C:19]3[C:14](=[N:15][CH:16]=[C:17]([Br:20])[CH:18]=3)[N:13]([C:32](=[O:33])[C:31]3[C:30]([Cl:29])=[CH:38][CH:37]=[CH:36][C:35]=3[Cl:39])[CH:12]=2)=[O:10])[C:5]([F:8])=[CH:6][CH:7]=1. The yield is 0.929. (2) The reactants are [CH3:1][C:2]1([CH3:40])[N:6]([C:7]([O:9][C:10]([CH3:13])([CH3:12])[CH3:11])=[O:8])[C@@:5]([CH3:39])([C:14](=O)[NH:15][CH2:16][C:17]([C:19]2[CH:24]=[CH:23][C:22]([O:25][CH2:26][CH2:27][CH2:28][CH2:29][CH2:30][CH2:31][CH2:32][CH3:33])=[C:21]([C:34]([F:37])([F:36])[F:35])[CH:20]=2)=O)[CH2:4][O:3]1.COC1C=CC(P2(SP(C3C=CC(OC)=CC=3)(=S)S2)=[S:50])=CC=1. The catalyst is C1(C)C=CC=CC=1. The product is [CH3:1][C:2]1([CH3:40])[N:6]([C:7]([O:9][C:10]([CH3:13])([CH3:12])[CH3:11])=[O:8])[C@@:5]([CH3:39])([C:14]2[S:50][C:17]([C:19]3[CH:24]=[CH:23][C:22]([O:25][CH2:26][CH2:27][CH2:28][CH2:29][CH2:30][CH2:31][CH2:32][CH3:33])=[C:21]([C:34]([F:37])([F:36])[F:35])[CH:20]=3)=[CH:16][N:15]=2)[CH2:4][O:3]1. The yield is 0.670.